Predict the reaction yield, written as a fraction of the theoretical maximum amount of product (1.0 means a 100% yield; for example, 0.34 means a 34% yield). From a dataset of Reaction yield outcomes from USPTO patents with 853,638 reactions. (1) The reactants are Br[C:2]1[CH:3]=[C:4]([C:18]([O:20][CH3:21])=[O:19])[CH:5]=[N:6][C:7]=1[O:8][CH2:9][CH2:10][C:11]([O:13][C:14]([CH3:17])([CH3:16])[CH3:15])=[O:12].[CH2:22]([NH:24][C:25]([NH:27][C:28]1[CH:33]=[C:32]([C:34]2[S:35][CH:36]=[C:37]([C:39]([F:42])([F:41])[F:40])[N:38]=2)[C:31](B2OC(C)(C)C(C)(C)O2)=[CH:30][N:29]=1)=[O:26])[CH3:23].C(=O)([O-])[O-].[Cs+].[Cs+]. The catalyst is O1CCOCC1. The product is [C:14]([O:13][C:11](=[O:12])[CH2:10][CH2:9][O:8][C:7]1[C:2]([C:31]2[CH:30]=[N:29][C:28]([NH:27][C:25](=[O:26])[NH:24][CH2:22][CH3:23])=[CH:33][C:32]=2[C:34]2[S:35][CH:36]=[C:37]([C:39]([F:42])([F:40])[F:41])[N:38]=2)=[CH:3][C:4]([C:18]([O:20][CH3:21])=[O:19])=[CH:5][N:6]=1)([CH3:17])([CH3:16])[CH3:15]. The yield is 0.300. (2) The reactants are [O:1]1[C:5]2[CH:6]=[CH:7][CH:8]=[CH:9][C:4]=2[CH:3]=[CH:2]1.CC([O-])(C)C.[K+].[SiH:16]([CH2:21][CH3:22])([CH2:19][CH3:20])[CH2:17][CH3:18]. The catalyst is O1CCCC1. The product is [O:1]1[C:5]2[CH:6]=[CH:7][CH:8]=[CH:9][C:4]=2[CH:3]=[C:2]1[Si:16]([CH2:21][CH3:22])([CH2:19][CH3:20])[CH2:17][CH3:18]. The yield is 0.380. (3) The reactants are C([O:8][C:9]1[C:14]([CH2:15][N:16]2[CH2:25][CH2:24][C:23]3[C:18](=[C:19]([Cl:30])[C:20]([O:26][CH:27]([CH3:29])[CH3:28])=[N:21][CH:22]=3)[C:17]2=[O:31])=[C:13]([CH3:32])[CH:12]=[C:11]([CH3:33])[N:10]=1)C1C=CC=CC=1. The catalyst is C(O)(C(F)(F)F)=O. The product is [Cl:30][C:19]1[C:20]([O:26][CH:27]([CH3:29])[CH3:28])=[N:21][CH:22]=[C:23]2[C:18]=1[C:17](=[O:31])[N:16]([CH2:15][C:14]1[C:9](=[O:8])[NH:10][C:11]([CH3:33])=[CH:12][C:13]=1[CH3:32])[CH2:25][CH2:24]2. The yield is 0.500. (4) The reactants are O/[N:2]=[C:3]1/[C:4](=O)[C:5]2[C:10]([CH2:11]/1)=[CH:9][CH:8]=[C:7]([O:12][CH3:13])[CH:6]=2.P(Cl)(Cl)(Cl)(Cl)[Cl:16].[ClH:21]. The catalyst is O=P(Cl)(Cl)Cl. The product is [Cl:21][C:4]1[C:5]2[C:10](=[CH:9][CH:8]=[C:7]([O:12][CH3:13])[CH:6]=2)[CH:11]=[C:3]([Cl:16])[N:2]=1. The yield is 0.850. (5) The catalyst is C1(C)C=CC=CC=1. The reactants are O=[C:2]1[C:11]2[N:12]=[CH:13][N:14]=[CH:15][C:10]=2[C:9]2[CH:8]=[CH:7][C:6]([C:16]([O:18][CH3:19])=[O:17])=[CH:5][C:4]=2[NH:3]1.CCN(C(C)C)C(C)C.O=P(Cl)(Cl)[Cl:31].O. The product is [Cl:31][C:2]1[C:11]2[N:12]=[CH:13][N:14]=[CH:15][C:10]=2[C:9]2[CH:8]=[CH:7][C:6]([C:16]([O:18][CH3:19])=[O:17])=[CH:5][C:4]=2[N:3]=1. The yield is 0.710. (6) The reactants are [H-].[Na+].[OH:3][C:4]1[CH:11]=[CH:10][C:7]([CH:8]=[O:9])=[CH:6][CH:5]=1.[CH2:12](Cl)[O:13][CH3:14]. The catalyst is CN(C=O)C. The product is [CH3:12][O:13][CH2:14][O:3][C:4]1[CH:11]=[CH:10][C:7]([CH:8]=[O:9])=[CH:6][CH:5]=1. The yield is 0.930. (7) The reactants are C([C@@H]1COC(=O)N1[C:10](=[O:34])[C@:11]([CH2:31][O:32][CH3:33])([CH3:30])/[CH:12]=[CH:13]/[C:14]1[CH:23]=[C:22]2[C:17]([CH:18]=[CH:19][C:20]([C@H:24](OC(=O)C)[CH3:25])=[N:21]2)=[CH:16][CH:15]=1)(C)C.OO.[OH-:37].[Li+].S(S([O-])=O)([O-])(=O)=[O:40].[Na+].[Na+].Cl. The catalyst is O1CCCC1.O. The product is [OH:37][C@@H:24]([C:20]1[CH:19]=[CH:18][C:17]2[C:22](=[CH:23][C:14](/[CH:13]=[CH:12]/[C@@:11]([CH2:31][O:32][CH3:33])([CH3:30])[C:10]([OH:34])=[O:40])=[CH:15][CH:16]=2)[N:21]=1)[CH3:25]. The yield is 0.820. (8) The yield is 0.500. The reactants are [C:1]([O:5][C:6]([N:8]1[CH2:12][CH2:11][CH2:10][C@H:9]1[CH2:13][NH:14][C:15]1[CH:20]=[CH:19][C:18](/[CH:21]=[CH:22]/[C:23]([OH:25])=O)=[CH:17][C:16]=1[O:26][C:27]1[CH:32]=[CH:31][C:30]([O:33][CH3:34])=[CH:29][CH:28]=1)=[O:7])([CH3:4])([CH3:3])[CH3:2].[CH2:35]([NH:37][CH2:38][CH3:39])[CH3:36].Cl.CN(C)CCCN=C=NCC.C1C=CC2N(O)N=NC=2C=1. The product is [C:1]([O:5][C:6]([N:8]1[CH2:12][CH2:11][CH2:10][C@H:9]1[CH2:13][NH:14][C:15]1[CH:20]=[CH:19][C:18]([CH:21]=[CH:22][C:23](=[O:25])[N:37]([CH2:38][CH3:39])[CH2:35][CH3:36])=[CH:17][C:16]=1[O:26][C:27]1[CH:28]=[CH:29][C:30]([O:33][CH3:34])=[CH:31][CH:32]=1)=[O:7])([CH3:4])([CH3:3])[CH3:2]. The catalyst is CN(C=O)C.O. (9) The product is [OH:44][NH:45][C:46]([C:48]1[CH:73]=[CH:72][C:51]2[NH:52][C:53]([C:55]3[CH:56]=[C:57]([C:61]4[CH:66]=[CH:65][C:64]([C:67](=[NH:70])[NH:68][OH:69])=[CH:63][C:62]=4[CH3:1])[CH:58]=[CH:59][CH:60]=3)=[N:54][C:50]=2[CH:49]=1)=[NH:47]. No catalyst specified. The reactants are [CH:1](C1C=C(C2C=CC(C#N)=CC=2C)C=CC=1)=O.C(C1C=CC(C2C=CC=C(C3NC4C=CC(C#N)=CC=4N=3)C=2)=C(C)C=1)#N.[OH:44][NH:45][C:46]([C:48]1[CH:73]=[CH:72][C:51]2[NH:52][C:53]([C:55]3[C:56](O)=[C:57]([C:61]4[CH:66]=[CH:65][C:64]([C:67](=[NH:70])[NH:68][OH:69])=[CH:63][CH:62]=4)[CH:58]=[CH:59][CH:60]=3)=[N:54][C:50]=2[CH:49]=1)=[NH:47].C(C1C=CC(C2C=C(OC)C(O)=C(C3NC4C=CC(C#N)=CC=4N=3)C=2)=CC=1)#N. The yield is 0.990.